The task is: Predict the reaction yield, written as a fraction of the theoretical maximum amount of product (1.0 means a 100% yield; for example, 0.34 means a 34% yield).. This data is from Reaction yield outcomes from USPTO patents with 853,638 reactions. (1) The reactants are [Br:1][C:2]1[CH:3]=[CH:4][C:5]2[C:11]3[S:12][C:13]([C:15]([OH:17])=O)=[CH:14][C:10]=3[CH2:9][CH2:8][O:7][C:6]=2[CH:18]=1.[Si]([O:26][CH2:27][CH2:28][NH:29][C:30]1[CH:35]=[CH:34][CH:33]=[CH:32][C:31]=1[Cl:36])(C(C)(C)C)(C)C. No catalyst specified. The product is [Br:1][C:2]1[CH:3]=[CH:4][C:5]2[C:11]3[S:12][C:13]([C:15]([N:29]([C:30]4[CH:35]=[CH:34][CH:33]=[CH:32][C:31]=4[Cl:36])[CH2:28][CH2:27][OH:26])=[O:17])=[CH:14][C:10]=3[CH2:9][CH2:8][O:7][C:6]=2[CH:18]=1. The yield is 0.250. (2) The reactants are [C:1]([C:3](=[C:13]([S:16][CH3:17])SC)[C:4]([C:6]1[O:10][C:9]([C:11]#[N:12])=[CH:8][CH:7]=1)=O)#[N:2].[N+]([O-])(O)=O.[NH2:22][C:23]([NH2:25])=[NH:24].C(N(CC)CC)C.O. The catalyst is CN(C=O)C. The product is [NH2:25][C:23]1[N:24]=[C:4]([C:6]2[O:10][C:9]([C:11]#[N:12])=[CH:8][CH:7]=2)[C:3]([C:1]#[N:2])=[C:13]([S:16][CH3:17])[N:22]=1. The yield is 0.410. (3) The reactants are [H-].[Na+].[C:3]([O:13][C:14]([CH3:17])([CH3:16])[CH3:15])(=[O:12])[CH2:4][C:5]([O:7][C:8]([CH3:11])([CH3:10])[CH3:9])=[O:6].Cl[C:19]1[N:24]=[C:23]([O:25][C:26]2[CH:35]=[CH:34][C:33]3[C:28](=[CH:29][CH:30]=[CH:31][CH:32]=3)[CH:27]=2)[N:22]=[C:21]([NH2:36])[N:20]=1. The product is [C:14]([O:13][C:3](=[O:12])[CH:4]([C:21]1([NH2:36])[N:20]=[CH:19][N:24]=[C:23]([O:25][C:26]2[CH:35]=[CH:34][C:33]3[C:28](=[CH:29][CH:30]=[CH:31][CH:32]=3)[CH:27]=2)[NH:22]1)[C:5]([O:7][C:8]([CH3:9])([CH3:10])[CH3:11])=[O:6])([CH3:17])([CH3:16])[CH3:15]. The catalyst is C1COCC1. The yield is 0.530. (4) The reactants are [CH2:1]([N:3]([CH2:21][CH3:22])[C:4](=[O:20])[C:5]1[CH:10]=[CH:9][C:8]([O:11][CH3:12])=[CH:7][C:6]=1[C:13]1[C:18]([CH3:19])=[CH:17][CH:16]=[CH:15][N:14]=1)[CH3:2].C1C=C(Cl)C=C(C(OO)=[O:31])C=1. The catalyst is C(Cl)Cl. The product is [CH2:21]([N:3]([CH2:1][CH3:2])[C:4](=[O:20])[C:5]1[CH:10]=[CH:9][C:8]([O:11][CH3:12])=[CH:7][C:6]=1[C:13]1[C:18]([CH3:19])=[CH:17][CH:16]=[CH:15][N+:14]=1[O-:31])[CH3:22]. The yield is 0.670. (5) The reactants are [CH3:1][N:2]([CH3:7])[CH2:3][CH2:4][CH2:5][OH:6].CCOC(/N=N/C(OCC)=O)=O.[Br:20][C:21]1[CH:26]=[CH:25][C:24](O)=[CH:23][C:22]=1[CH3:28].C1C=CC(P(C2C=CC=CC=2)C2C=CC=CC=2)=CC=1. The catalyst is C1COCC1. The product is [Br:20][C:21]1[CH:26]=[CH:25][C:24]([O:6][CH2:5][CH2:4][CH2:3][N:2]([CH3:7])[CH3:1])=[CH:23][C:22]=1[CH3:28]. The yield is 0.610. (6) The reactants are ClC1C=C(C=CC=1Cl)CN(C)C(=O)C=C1C(=O)OC(C)(C)O1.C=O.C(N(CC)CC)C.[Cl:32][C:33]1[CH:34]=[C:35]([CH:58]=[CH:59][C:60]=1[Cl:61])[CH2:36][N:37]([CH3:57])[C:38]([C:40]1[CH2:44][N:43]([CH2:45][CH2:46][C:47]([NH:49]CCC(O)=O)=O)[C:42](=[O:55])[C:41]=1[OH:56])=[O:39]. No catalyst specified. The product is [Cl:32][C:33]1[CH:34]=[C:35]([CH:58]=[CH:59][C:60]=1[Cl:61])[CH2:36][N:37]([CH3:57])[C:38]([C:40]1[CH2:44][N:43]([CH2:45][CH2:46][C:47]#[N:49])[C:42](=[O:55])[C:41]=1[OH:56])=[O:39]. The yield is 0.450. (7) The reactants are [F:1][C:2]1[CH:3]=[C:4]([C:20]2[C:21]([C:26]#[N:27])=[CH:22][CH:23]=[CH:24][CH:25]=2)[CH:5]=[CH:6][C:7]=1[CH2:8][C:9]1[C:14](=[O:15])[NH:13][C:12]([CH3:16])=[N:11][C:10]=1[CH2:17][CH2:18][CH3:19].[CH:28]([O:31][C:32]1[CH:37]=[CH:36][C:35](B(O)O)=[CH:34][CH:33]=1)([CH3:30])[CH3:29].N1C=CC=CC=1.C(N(CC)CC)C. The catalyst is C(OCC)(=O)C.C([O-])(=O)C.[Cu+2].C([O-])(=O)C.ClCCl. The product is [F:1][C:2]1[CH:3]=[C:4]([C:20]2[C:21]([C:26]#[N:27])=[CH:22][CH:23]=[CH:24][CH:25]=2)[CH:5]=[CH:6][C:7]=1[CH2:8][C:9]1[C:14](=[O:15])[N:13]([C:35]2[CH:36]=[CH:37][C:32]([O:31][CH:28]([CH3:30])[CH3:29])=[CH:33][CH:34]=2)[C:12]([CH3:16])=[N:11][C:10]=1[CH2:17][CH2:18][CH3:19]. The yield is 0.420.